This data is from B-cell epitopes from IEDB database with 3,159 antigens for binding position prediction. The task is: Token-level Classification. Given an antigen amino acid sequence, predict which amino acid positions are active epitope sites capable of antibody binding. Output is a list of indices for active positions. (1) Given the antigen sequence: MSLLTEVETYVLSIIPSGPLKAEIAQRLEDVFAGKNTDLEVLMEWLKTRPILSPLTKGILGFVFTLTVPSERGLQRRRFVQNALNGNGDPNNMDKAVKLYRKLKREITFHGAKEISLSYSAGALASCMGLIYNRMGAVTTEVAFGLVCATCEQIADSQHRSHRQMVTTTNPLIRHENRMVLASTTAKAMEQMAGSSEQAAEAMEVASQARQMVQAMRTIGTHPSSSAGLKNDLLENLQAYQKRMGVQMQRFK, which amino acid positions are active epitope sites? The epitope positions are: [82, 83, 84, 85, 86, 87, 88, 89, 90, 91, 92, 93, 94, 95, 96, 97, 98, 99]. The amino acids at these positions are: ALNGNGDPNNMDKAVKLY. (2) The epitope positions are: [248, 249, 250, 251, 252, 253, 254, 255, 256, 257, 258, 259, 260, 261, 262, 263, 264, 265, 266, 267... (50 total positions)]. The amino acids at these positions are: MGKFHTTCFEEGTDDIQGESPAPCGTEEPA.... Given the antigen sequence: MARFGDEMPARYGGGGAGAAAGVVVGAAGGRGAGGSRQGGQPGAQRMYKQSMAQRARTMALYNPIPVRQNCLTVNRSLFLFSEDNVVRKYAKKITEWPPFEYMILATIIANCIVLALEQHLPDDDKTPMSERLDDTEPYFIGIFCFEAGIKIIALGFAFHKGSYLRNGWNVMDFVVVLTGILATVGTEFDLRTLRAVRVLRPLKLVSGIPSLQVVLKSIMKAMIPLLQIGLLLFFAILIFAIIGLEFYMGKFHTTCFEEGTDDIQGESPAPCGTEEPARTCPNGTRCQPYWEGPNNGITQFDNILFAVLTVFQCITMEGWTDLLYNSNDASGNTWNWLYFIPLIIIGSFFMLNLVLGVLSGEFAKERERVENRRAFLKLRRQQQIERELNGYMEWISKAEEVILAEDETDVEQRHPFDGALRRATIKKSKTDLLHPEEAEDQLADIASVGSPFARASIKSAKLENSSFFHKKERRMRFYIRRMVKTQAFYWTVLSLVALN..., which amino acid positions are active epitope sites? (3) Given the antigen sequence: MKRASAGGSRLLAWVLWLQAWQVAAPCPGACVCYNEPKVTTSCPQQGLQAVPVGIPAASQRIFLHGNRISHVPAASFRACRNLTILWLHSNVLARIDAAAFTGLALLEQLDLSDNAQLRSVDPATFHGLGRLHTLHLDRCGLQELGPGLFRGLAALQYLYLQDNALQALPDDTFRDLGNLTHLFLHGNRISSVPERAFRGLHSLDRLLLHQNRVAHVHPHAFRDLGRLMTLYLFANNLSALPTEALAPLRALQYLRLNDNPWVCDCRARPLWAWLQKFRGSSSEVPCSLPQRLAGRDLKRLAANDLQGCAVATGPYHPIWTGRATDEEPLGLPKCCQPDAADKASVLEPGRPASAGNALKGRVPPGDSPPGNGSGPRHINDSPFGTLPGSAEPPLTAVRPEGSEPPGFPTSGPRRRPGCSRKNRTRSHCRLGQAGSGGGGTGDSEGSGALPSLTCSLTPLGLALVLWTVLGPC, which amino acid positions are active epitope sites? The epitope positions are: [228, 229, 230, 231, 232, 233, 234, 235, 236, 237, 238, 239, 240, 241, 242]. The amino acids at these positions are: MTLYLFANNLSALPT. (4) Given the antigen sequence: MTLSHSALQFWTHLYLWCLLLVPAVLTQQGSHTHAEDRLFKHLFGGYNRWARPVPNTSDVVIVRFGLSIAQLIDVDEKNQMMTTNVWLKQEWNDYKLRWDPAEFGNVTSLRVPSEMIWIPDIVLYNNADGEFAVTHMTKAHLFFTGTVHWVPPAIYKSSCSIDVTFFPFDQQNCKMKFGSWTYDKAKIDLEQMERTVDLKDYWESGEWAIINATGTYNSKKYDCCAEIYPDVTYYFVIRRLPLFYTINLIIPCLLISCLTVLVFYLPSECGEKITLCISVLLSLTVFLLLITEIIPSTSLVIPLIGEYLLFTMIFVTLSIVITVFVLNVHHRSPSTHNMPNWVRVALLGRVPRWLMMNRPLPPMELHGSPDLKLSPSYHWLETNMDAGEREETEEEEEEEDENICVCAGLPDSSMGVLYGHGGLHLRAMEPETKTPSQASEILLSPQIQKALEGVHYIADRLRSEDADSSVKEDWKYVAMVVDRIFLWLFIIVCFLGTIG..., which amino acid positions are active epitope sites? The epitope positions are: [37, 38, 39, 40, 41, 42, 43, 44, 45, 46, 47, 48, 49, 50, 51, 52, 53]. The amino acids at these positions are: RLFKHLFGGYNRWARPV.